From a dataset of Forward reaction prediction with 1.9M reactions from USPTO patents (1976-2016). Predict the product of the given reaction. (1) Given the reactants [F:1][C:2]1[CH:3]=[C:4]([CH:8]=[C:9]([F:12])[C:10]=1[OH:11])[C:5]([OH:7])=O.Cl.[O:14]([CH2:21][C@@H:22]1[CH2:27][CH2:26][C@H:25]([CH2:28][NH2:29])[CH2:24][CH2:23]1)[C:15]1[CH:20]=[CH:19][CH:18]=[CH:17][CH:16]=1, predict the reaction product. The product is: [F:12][C:9]1[CH:8]=[C:4]([CH:3]=[C:2]([F:1])[C:10]=1[OH:11])[C:5]([NH:29][CH2:28][C@H:25]1[CH2:24][CH2:23][C@@H:22]([CH2:21][O:14][C:15]2[CH:16]=[CH:17][CH:18]=[CH:19][CH:20]=2)[CH2:27][CH2:26]1)=[O:7]. (2) The product is: [Br:18][C:19]1[CH:25]=[CH:24][C:22]([NH:23][C:6]([C:8]2[S:17][C:11]3=[CH:12][N:13]=[CH:14][C:15]([F:16])=[C:10]3[CH:9]=2)=[O:7])=[CH:21][CH:20]=1. Given the reactants C(O[C:6]([C:8]1[S:17][C:11]2=[CH:12][N:13]=[CH:14][C:15]([F:16])=[C:10]2[CH:9]=1)=[O:7])(C)(C)C.[Br:18][C:19]1[CH:25]=[CH:24][C:22]([NH2:23])=[CH:21][CH:20]=1.C[Si]([N-][Si](C)(C)C)(C)C.[Li+], predict the reaction product. (3) Given the reactants [CH3:1][N:2]1[C@@H:18]2[CH2:19][C:7]3[CH:8]=[CH:9][C:10]([O:22][CH3:23])=[C:11]4[O:12][C@H:13]5[C:14]([O:20]C)=[CH:15][CH:16]=[C:17]2[C@:5]5([C:6]=34)[CH2:4][CH2:3]1.C(O)=[O:25].OO.[OH-].[NH4+], predict the reaction product. The product is: [CH3:1][N:2]1[C@@H:18]2[CH2:19][C:7]3[CH:8]=[CH:9][C:10]([O:22][CH3:23])=[C:11]4[O:12][CH:13]5[C:14]([CH:15]=[CH:16][C@:17]2([OH:25])[C@:5]5([C:6]=34)[CH2:4][CH2:3]1)=[O:20]. (4) Given the reactants [S:1](O[S:1]([C:4]([F:7])([F:6])[F:5])(=[O:3])=[O:2])([C:4]([F:7])([F:6])[F:5])(=[O:3])=[O:2].N1C=CC=CC=1.[NH2:22][C:23]1[CH:28]=[CH:27][C:26]([C:29](=[O:31])[CH3:30])=[CH:25][C:24]=1[O:32][CH3:33].O, predict the reaction product. The product is: [C:29]([C:26]1[CH:27]=[CH:28][C:23]([NH:22][S:1]([C:4]([F:7])([F:6])[F:5])(=[O:3])=[O:2])=[C:24]([O:32][CH3:33])[CH:25]=1)(=[O:31])[CH3:30]. (5) Given the reactants FC(F)(F)C(O)=O.[Cl:8][C:9]1[CH:14]=[C:13]2[NH:15][C:16](=[O:38])[C:17]3([CH:21]([C:22]4[CH:27]=[CH:26][CH:25]=[C:24]([Cl:28])[C:23]=4[F:29])[CH:20]([C:30](O)=[O:31])[NH:19][CH:18]3[CH2:33][C:34]([CH3:37])([CH3:36])[CH3:35])[C:12]2=[C:11]([F:39])[CH:10]=1.C(N(C(C)C)CC)(C)C.C1(P(Cl)(C2C=CC=CC=2)=O)C=CC=CC=1.[NH2:64][C:65]1[CH:72]=[CH:71][C:68]([C:69]#[N:70])=[CH:67][C:66]=1[O:73][CH3:74], predict the reaction product. The product is: [C:69]([C:68]1[CH:71]=[CH:72][C:65]([NH:64][C:30]([CH:20]2[NH:19][CH:18]([CH2:33][C:34]([CH3:35])([CH3:36])[CH3:37])[C:17]3([C:12]4[C:13](=[CH:14][C:9]([Cl:8])=[CH:10][C:11]=4[F:39])[NH:15][C:16]3=[O:38])[CH:21]2[C:22]2[CH:27]=[CH:26][CH:25]=[C:24]([Cl:28])[C:23]=2[F:29])=[O:31])=[C:66]([O:73][CH3:74])[CH:67]=1)#[N:70]. (6) Given the reactants [Br:1][C:2]1[CH:11]=[C:10]2[C:5]([C:6](=[O:19])[C:7](I)=[C:8]([C:12]3[CH:17]=[CH:16][CH:15]=[CH:14][CH:13]=3)[O:9]2)=[CH:4][CH:3]=1.[C:20]([O:24][C:25](=[O:46])[NH:26][C:27]1([C:31]2[CH:36]=[CH:35][C:34](B3OC(C)(C)C(C)(C)O3)=[CH:33][CH:32]=2)[CH2:30][CH2:29][CH2:28]1)([CH3:23])([CH3:22])[CH3:21].C(=O)([O-])[O-].[Na+].[Na+].O, predict the reaction product. The product is: [C:20]([O:24][C:25](=[O:46])[NH:26][C:27]1([C:31]2[CH:32]=[CH:33][C:34]([C:7]3[C:6](=[O:19])[C:5]4[C:10](=[CH:11][C:2]([Br:1])=[CH:3][CH:4]=4)[O:9][C:8]=3[C:12]3[CH:17]=[CH:16][CH:15]=[CH:14][CH:13]=3)=[CH:35][CH:36]=2)[CH2:28][CH2:29][CH2:30]1)([CH3:23])([CH3:21])[CH3:22].